From a dataset of Catalyst prediction with 721,799 reactions and 888 catalyst types from USPTO. Predict which catalyst facilitates the given reaction. (1) Reactant: [F:1][C:2]1[CH:7]=[CH:6][C:5]([C:8]2([CH2:13][CH2:14][CH2:15][N:16]3[CH2:21][CH2:20][O:19][CH:18]([CH2:22][OH:23])[CH2:17]3)OCC[O:9]2)=[CH:4][CH:3]=1.Cl. Product: [F:1][C:2]1[CH:7]=[CH:6][C:5]([C:8](=[O:9])[CH2:13][CH2:14][CH2:15][N:16]2[CH2:21][CH2:20][O:19][CH:18]([CH2:22][OH:23])[CH2:17]2)=[CH:4][CH:3]=1. The catalyst class is: 5. (2) Reactant: CCO[C:4]([CH:6]1[C:12](=[O:13])[CH2:11][CH:10]([C:14](OCC)=O)[C:8](=[O:9])[CH2:7]1)=O.[H-].[H-].[H-].[H-].[Li+].[Al+3]. Product: [OH:9][C@H:8]1[CH2:7][C:6](=[CH2:4])[C@H:12]([OH:13])[CH2:11][C:10]1=[CH2:14]. The catalyst class is: 7.